From a dataset of Forward reaction prediction with 1.9M reactions from USPTO patents (1976-2016). Predict the product of the given reaction. (1) Given the reactants [C:1]([C@@:3]1([OH:19])[C@H:7]([OH:8])[C@@H:6]([CH2:9][OH:10])[O:5][C@H:4]1[N:11]1[CH:16]=[CH:15][C:14](=[O:17])[NH:13][C:12]1=[O:18])#[CH:2].C([Mg]Cl)(C)(C)C.[Cl:26][C:27]1[CH:57]=[CH:56][C:30]([O:31][P:32]([NH:46][C@@H:47]([CH3:55])[C:48]([O:50][C@@H:51]([CH2:53][CH3:54])[CH3:52])=[O:49])(OC2C(F)=C(F)C(F)=C(F)C=2F)=[O:33])=[CH:29][CH:28]=1, predict the reaction product. The product is: [Cl:26][C:27]1[CH:28]=[CH:29][C:30]([O:31][P:32]([NH:46][C@@H:47]([CH3:55])[C:48]([O:50][C@@H:51]([CH2:53][CH3:54])[CH3:52])=[O:49])([O:10][CH2:9][C@@H:6]2[C@@H:7]([OH:8])[C@@:3]([C:1]#[CH:2])([OH:19])[C@H:4]([N:11]3[CH:16]=[CH:15][C:14](=[O:17])[NH:13][C:12]3=[O:18])[O:5]2)=[O:33])=[CH:56][CH:57]=1. (2) The product is: [ClH:84].[ClH:84].[CH3:66][C:50]1[CH:49]=[C:48]([NH:47][C@@H:40]([C:41]2[CH:42]=[CH:43][CH:44]=[CH:45][CH:46]=2)[C@@H:35]2[CH2:36][CH2:37][CH2:38][CH2:39][NH:34]2)[C:57]2[C:52](=[C:53]([O:58][CH2:59][CH2:60][NH:61][S:62]([CH3:65])(=[O:63])=[O:64])[CH:54]=[CH:55][CH:56]=2)[N:51]=1. Given the reactants C1(P(C2C=CC=CC=2)CCCCP(C2C=CC=CC=2)C2C=CC=CC=2)C=CC=CC=1.C([N:34]1[CH2:39][CH2:38][CH2:37][CH2:36][C@H:35]1[C@@H:40]([NH:47][C:48]1[C:57]2[C:52](=[C:53]([O:58][CH2:59][CH2:60][NH:61][S:62]([CH3:65])(=[O:64])=[O:63])[CH:54]=[CH:55][CH:56]=2)[N:51]=[C:50]([CH3:66])[CH:49]=1)[C:41]1[CH:46]=[CH:45][CH:44]=[CH:43][CH:42]=1)C=C.SC1C=CC=CC=1C(O)=O.[OH-].[Na+].C(O)(C)C.O.[ClH:84], predict the reaction product. (3) The product is: [NH2:10][CH2:11][C@H:12]1[CH2:17][CH2:16][C@H:15]([C:18]([NH:20][C@@H:21]([CH2:46][C:47]2[CH:48]=[CH:49][C:50]([C:53]3[CH:58]=[CH:57][C:56]([C:59](=[O:74])[NH:60][C@H:61]4[CH2:66][CH2:65][C@H:64]([OH:67])[CH2:63][CH2:62]4)=[CH:55][C:54]=3[CH3:75])=[CH:51][CH:52]=2)[C:22]([NH:24][C:25]2[CH:26]=[CH:27][C:28]([C:31]3[NH:32][C:33]([C:36]([F:44])([F:45])[C:37]([F:42])([F:43])[C:38]([OH:40])=[O:39])=[N:34][N:35]=3)=[CH:29][CH:30]=2)=[O:23])=[O:19])[CH2:14][CH2:13]1. Given the reactants [OH-].[Li+].FC(F)(F)C(O)=O.[NH2:10][CH2:11][C@H:12]1[CH2:17][CH2:16][C@H:15]([C:18]([NH:20][C@@H:21]([CH2:46][C:47]2[CH:52]=[CH:51][C:50]([C:53]3[CH:58]=[CH:57][C:56]([C:59](=[O:74])[NH:60][C@H:61]4[CH2:66][CH2:65][C@H:64]([O:67]C(=O)C(F)(F)F)[CH2:63][CH2:62]4)=[CH:55][C:54]=3[CH3:75])=[CH:49][CH:48]=2)[C:22]([NH:24][C:25]2[CH:30]=[CH:29][C:28]([C:31]3[NH:32][C:33]([C:36]([F:45])([F:44])[C:37]([F:43])([F:42])[C:38]([O:40]C)=[O:39])=[N:34][N:35]=3)=[CH:27][CH:26]=2)=[O:23])=[O:19])[CH2:14][CH2:13]1, predict the reaction product. (4) Given the reactants [CH3:1][O:2][C:3]([C:5]1[C:6]([CH3:22])=[C:7]([C:10]2[CH2:11][N:12]([C:15]([O:17][C:18]([CH3:21])([CH3:20])[CH3:19])=[O:16])[CH2:13][CH:14]=2)[S:8][CH:9]=1)=[O:4], predict the reaction product. The product is: [CH3:1][O:2][C:3]([C:5]1[C:6]([CH3:22])=[C:7]([CH:10]2[CH2:14][CH2:13][N:12]([C:15]([O:17][C:18]([CH3:20])([CH3:19])[CH3:21])=[O:16])[CH2:11]2)[S:8][CH:9]=1)=[O:4]. (5) Given the reactants Br[CH:2]([C:16]1[CH:21]=[CH:20][CH:19]=[CH:18][CH:17]=1)[C:3]([C:5]1[CH:6]=[CH:7][C:8]2[O:13][CH2:12][C:11](=[O:14])[NH:10][C:9]=2[CH:15]=1)=[O:4].[SH:22][C:23]1[N:24]=[C:25]([CH3:30])[S:26][C:27]=1[CH2:28][OH:29], predict the reaction product. The product is: [OH:29][CH2:28][C:27]1[S:26][C:25]([CH3:30])=[N:24][C:23]=1[S:22][CH:2]([C:16]1[CH:21]=[CH:20][CH:19]=[CH:18][CH:17]=1)[C:3]([C:5]1[CH:6]=[CH:7][C:8]2[O:13][CH2:12][C:11](=[O:14])[NH:10][C:9]=2[CH:15]=1)=[O:4].